This data is from Reaction yield outcomes from USPTO patents with 853,638 reactions. The task is: Predict the reaction yield, written as a fraction of the theoretical maximum amount of product (1.0 means a 100% yield; for example, 0.34 means a 34% yield). (1) The reactants are Cl[C:2]1[N:7]=[C:6]([NH:8][C:9]2[C:18]([F:19])=[CH:17][CH:16]=[CH:15][C:10]=2[O:11][CH2:12][C:13]#[N:14])[C:5]([Cl:20])=[CH:4][N:3]=1.[NH2:21][C:22]1[CH:23]=[CH:24][C:25]2[C:31]([CH3:33])([CH3:32])[CH2:30][CH2:29][C:28](=[O:34])[N:27]([CH2:35][CH2:36][O:37][CH3:38])[C:26]=2[CH:39]=1. No catalyst specified. The product is [Cl:20][C:5]1[C:6]([NH:8][C:9]2[C:18]([F:19])=[CH:17][CH:16]=[CH:15][C:10]=2[O:11][CH2:12][C:13]#[N:14])=[N:7][C:2]([NH:21][C:22]2[CH:23]=[CH:24][C:25]3[C:31]([CH3:32])([CH3:33])[CH2:30][CH2:29][C:28](=[O:34])[N:27]([CH2:35][CH2:36][O:37][CH3:38])[C:26]=3[CH:39]=2)=[N:3][CH:4]=1. The yield is 0.480. (2) The reactants are [I:1][C:2]1[CH:11]=[CH:10][C:5]([C:6]([O:8]C)=O)=[C:4]([NH:12][C:13](=[O:20])[CH2:14][CH2:15][C:16]([O:18][CH3:19])=[O:17])[CH:3]=1.CC([O-])(C)C.[K+].O.Cl. The catalyst is C1COCC1. The product is [I:1][C:2]1[CH:11]=[CH:10][C:5]2[C:6](=[O:8])[CH:15]([C:16]([O:18][CH3:19])=[O:17])[CH2:14][C:13](=[O:20])[NH:12][C:4]=2[CH:3]=1. The yield is 0.970. (3) The reactants are Br[C:2]1[C:12]2[O:11][CH2:10][CH2:9][N:8]([C:13]([O:15][C:16]([CH3:19])([CH3:18])[CH3:17])=[O:14])[CH2:7][C:6]=2[CH:5]=[CH:4][CH:3]=1.[F:20][C:21]([F:34])([F:33])[C:22](B1OC(C)(C)C(C)(C)O1)=[CH2:23].C(=O)([O-])[O-].[Na+].[Na+].O. The catalyst is C(COC)OC.C1C=CC([P]([Pd]([P](C2C=CC=CC=2)(C2C=CC=CC=2)C2C=CC=CC=2)([P](C2C=CC=CC=2)(C2C=CC=CC=2)C2C=CC=CC=2)[P](C2C=CC=CC=2)(C2C=CC=CC=2)C2C=CC=CC=2)(C2C=CC=CC=2)C2C=CC=CC=2)=CC=1. The product is [F:20][C:21]([F:34])([F:33])[C:22]([C:2]1[C:12]2[O:11][CH2:10][CH2:9][N:8]([C:13]([O:15][C:16]([CH3:19])([CH3:18])[CH3:17])=[O:14])[CH2:7][C:6]=2[CH:5]=[CH:4][CH:3]=1)=[CH2:23]. The yield is 0.875.